From a dataset of Catalyst prediction with 721,799 reactions and 888 catalyst types from USPTO. Predict which catalyst facilitates the given reaction. (1) Reactant: [C:1]([O:5][C:6]([NH:8][C@@H:9]([C:13]([CH3:16])([CH3:15])[CH3:14])[C:10]([OH:12])=[O:11])=[O:7])([CH3:4])([CH3:3])[CH3:2].CCN(C(C)C)C(C)C.Br[CH2:27][C:28]([C:30]1[CH:35]=[CH:34][C:33]([Br:36])=[CH:32][CH:31]=1)=[O:29]. Product: [C:1]([O:5][C:6]([NH:8][C@@H:9]([C:13]([CH3:16])([CH3:15])[CH3:14])[C:10]([O:12][CH2:27][C:28]([C:30]1[CH:35]=[CH:34][C:33]([Br:36])=[CH:32][CH:31]=1)=[O:29])=[O:11])=[O:7])([CH3:4])([CH3:3])[CH3:2]. The catalyst class is: 290. (2) Reactant: C([O:3][C:4](=[O:40])[C:5]([O:8][C:9]1[CH:14]=[CH:13][C:12]([O:15][CH2:16][C:17]2[C:18]([CH:36]3[CH2:38][CH2:37]3)=[N:19][C:20]([C:26]3[CH:31]=[CH:30][C:29]([C:32]([F:35])([F:34])[F:33])=[CH:28][CH:27]=3)=[N:21][C:22]=2[CH2:23][O:24][CH3:25])=[CH:11][C:10]=1[CH3:39])([CH3:7])[CH3:6])C.[Li+].[OH-]. Product: [CH:36]1([C:18]2[C:17]([CH2:16][O:15][C:12]3[CH:13]=[CH:14][C:9]([O:8][C:5]([CH3:6])([CH3:7])[C:4]([OH:40])=[O:3])=[C:10]([CH3:39])[CH:11]=3)=[C:22]([CH2:23][O:24][CH3:25])[N:21]=[C:20]([C:26]3[CH:31]=[CH:30][C:29]([C:32]([F:34])([F:35])[F:33])=[CH:28][CH:27]=3)[N:19]=2)[CH2:38][CH2:37]1. The catalyst class is: 365. (3) Reactant: C[Si](C)(C)[N-][Si](C)(C)C.[Li+].[Cl:11][C:12]1[CH:17]=[CH:16][C:15]([C:18]2[C:24]3[CH:25]=[CH:26][CH:27]=[CH:28][C:23]=3[N:22]3[C:29]([CH3:32])=[N:30][N:31]=[C:21]3[CH2:20][CH:19]=2)=[CH:14][CH:13]=1.Cl[CH2:34][C:35]1[O:36][C:37]([CH3:40])=[N:38][N:39]=1.[Cl-].[NH4+]. Product: [Cl:11][C:12]1[CH:17]=[CH:16][C:15]([C:18]2[C:24]3[CH:25]=[CH:26][CH:27]=[CH:28][C:23]=3[N:22]3[C:29]([CH3:32])=[N:30][N:31]=[C:21]3[CH:20]([CH2:34][C:35]3[O:36][C:37]([CH3:40])=[N:38][N:39]=3)[CH:19]=2)=[CH:14][CH:13]=1. The catalyst class is: 1. (4) Reactant: Cl[C:2]1[NH:6][C:5]2[CH:7]=[CH:8][C:9]([S:11]([N:14]3[CH2:19][CH2:18][O:17][CH2:16][CH2:15]3)(=[O:13])=[O:12])=[CH:10][C:4]=2[N:3]=1.[NH2:20][C:21]1[CH:26]=[C:25]([Cl:27])[CH:24]=[CH:23][C:22]=1[OH:28].Cl. Product: [Cl:27][C:25]1[CH:24]=[CH:23][C:22]([OH:28])=[C:21]([NH:20][C:2]2[NH:6][C:5]3[CH:7]=[CH:8][C:9]([S:11]([N:14]4[CH2:19][CH2:18][O:17][CH2:16][CH2:15]4)(=[O:13])=[O:12])=[CH:10][C:4]=3[N:3]=2)[CH:26]=1. The catalyst class is: 1. (5) Reactant: [Li][CH2:2]CCC.[F:6][C:7]1[CH:33]=[CH:32][C:10]([C:11]([C:13]2[CH:14]=[N:15][C:16]([N:19]3[CH2:24][CH2:23][N:22]([C:25]([O:27][C:28]([CH3:31])([CH3:30])[CH3:29])=[O:26])[CH2:21][CH2:20]3)=[N:17][CH:18]=2)=O)=[CH:9][CH:8]=1. Product: [F:6][C:7]1[CH:33]=[CH:32][C:10]([C:11]([C:13]2[CH:14]=[N:15][C:16]([N:19]3[CH2:24][CH2:23][N:22]([C:25]([O:27][C:28]([CH3:31])([CH3:30])[CH3:29])=[O:26])[CH2:21][CH2:20]3)=[N:17][CH:18]=2)=[CH2:2])=[CH:9][CH:8]=1. The catalyst class is: 307. (6) Reactant: [CH2:1]([NH:8][C:9](=[O:52])[NH:10][CH:11]([CH3:51])[CH2:12][C:13]([NH:15][CH:16]([C:29](=[O:50])[N:30]([CH2:42][CH:43](OCC)OCC)[CH2:31][C:32]1[CH:37]=[CH:36][CH:35]=[C:34]([O:38][CH3:39])[C:33]=1[O:40][CH3:41])[CH2:17][C:18]1[CH:23]=[CH:22][C:21]([O:24]C(C)(C)C)=[CH:20][CH:19]=1)=[O:14])[C:2]1[CH:7]=[CH:6][CH:5]=[CH:4][CH:3]=1. Product: [CH2:1]([NH:8][C:9]([N:10]1[CH:11]([CH3:51])[CH2:12][C:13](=[O:14])[N:15]2[CH:16]([CH2:17][C:18]3[CH:19]=[CH:20][C:21]([OH:24])=[CH:22][CH:23]=3)[C:29](=[O:50])[N:30]([CH2:31][C:32]3[CH:37]=[CH:36][CH:35]=[C:34]([O:38][CH3:39])[C:33]=3[O:40][CH3:41])[CH2:42][CH:43]12)=[O:52])[C:2]1[CH:3]=[CH:4][CH:5]=[CH:6][CH:7]=1. The catalyst class is: 106.